Dataset: Catalyst prediction with 721,799 reactions and 888 catalyst types from USPTO. Task: Predict which catalyst facilitates the given reaction. (1) Reactant: [Cl:1][C:2]1[N:10]=[C:9]2[C:5]([N:6]=[CH:7][N:8]2[CH:11]2[CH2:15][CH2:14][CH2:13][CH2:12]2)=[C:4]([NH:16][CH2:17][CH2:18][NH:19][S:20]([C:23]2[CH:28]=[CH:27][C:26]([C:29]([F:32])([F:31])[F:30])=[CH:25][CH:24]=2)(=[O:22])=[O:21])[N:3]=1.[NH2:33][C@H:34]1[CH2:39][CH2:38][C@H:37]([NH2:40])[CH2:36][CH2:35]1.CCOC(C)=O. Product: [ClH:1].[ClH:1].[NH2:33][C@H:34]1[CH2:39][CH2:38][C@H:37]([NH:40][C:2]2[N:10]=[C:9]3[C:5]([N:6]=[CH:7][N:8]3[CH:11]3[CH2:15][CH2:14][CH2:13][CH2:12]3)=[C:4]([NH:16][CH2:17][CH2:18][NH:19][S:20]([C:23]3[CH:28]=[CH:27][C:26]([C:29]([F:30])([F:32])[F:31])=[CH:25][CH:24]=3)(=[O:22])=[O:21])[N:3]=2)[CH2:36][CH2:35]1. The catalyst class is: 6. (2) Reactant: [C:1]([S:5]([N:7]=[C:8]([C:10]1[CH:11]=[C:12]([C:27]([N:29]([CH3:31])[CH3:30])=[O:28])[CH:13]=[C:14]2[C:19]=1[O:18][C:17]([N:20]1[CH2:25][CH2:24][O:23][CH2:22][CH2:21]1)=[CH:16][C:15]2=[O:26])[CH3:9])=[O:6])([CH3:4])([CH3:3])[CH3:2].C(O)(=O)C.[B-]C#N.[Na+].C([O-])([O-])=O.[Na+].[Na+]. Product: [CH3:4][C:1]([CH3:2])([S@:5]([NH:7][CH:8]([C:10]1[CH:11]=[C:12]([C:27]([N:29]([CH3:31])[CH3:30])=[O:28])[CH:13]=[C:14]2[C:19]=1[O:18][C:17]([N:20]1[CH2:25][CH2:24][O:23][CH2:22][CH2:21]1)=[CH:16][C:15]2=[O:26])[CH3:9])=[O:6])[CH3:3]. The catalyst class is: 61.